Predict the reactants needed to synthesize the given product. From a dataset of Full USPTO retrosynthesis dataset with 1.9M reactions from patents (1976-2016). Given the product [CH2:1]([C@@:8]12[CH2:21][CH2:20][C:19]([OH:22])([C:29]([F:32])([F:31])[F:30])[CH2:18][C@@H:17]1[CH2:16][CH2:15][C:14]1[CH:13]=[C:12]([C:23]([O:25][CH3:26])=[O:24])[CH:11]=[CH:10][C:9]2=1)[C:2]1[CH:3]=[CH:4][CH:5]=[CH:6][CH:7]=1, predict the reactants needed to synthesize it. The reactants are: [CH2:1]([C@@:8]12[CH2:21][CH2:20][C:19](=[O:22])[CH2:18][C@@H:17]1[CH2:16][CH2:15][C:14]1[CH:13]=[C:12]([C:23]([O:25][CH3:26])=[O:24])[CH:11]=[CH:10][C:9]2=1)[C:2]1[CH:7]=[CH:6][CH:5]=[CH:4][CH:3]=1.C[Si](C)(C)[C:29]([F:32])([F:31])[F:30].CCCC[N+](CCCC)(CCCC)CCCC.[F-].